Dataset: Reaction yield outcomes from USPTO patents with 853,638 reactions. Task: Predict the reaction yield, written as a fraction of the theoretical maximum amount of product (1.0 means a 100% yield; for example, 0.34 means a 34% yield). The reactants are [Cl:1][C:2]1[CH:7]=[CH:6][C:5]([N:8]2[CH2:13][CH2:12][N:11]([CH:14]3[CH2:19][CH2:18][CH2:17][CH:16]([C:20](O)=[O:21])[CH2:15]3)[CH2:10][CH2:9]2)=[CH:4][C:3]=1[NH:23][C@@H:24]([C:26]1[CH:31]=[CH:30][C:29]([Cl:32])=[CH:28][C:27]=1[Cl:33])[CH3:25].C[N:35](C(ON1N=NC2C=CC=NC1=2)=[N+](C)C)C.F[P-](F)(F)(F)(F)F.N. The catalyst is CN(C)C=O. The product is [Cl:1][C:2]1[CH:7]=[CH:6][C:5]([N:8]2[CH2:9][CH2:10][N:11]([CH:14]3[CH2:19][CH2:18][CH2:17][CH:16]([C:20]([NH2:35])=[O:21])[CH2:15]3)[CH2:12][CH2:13]2)=[CH:4][C:3]=1[NH:23][C@@H:24]([C:26]1[CH:31]=[CH:30][C:29]([Cl:32])=[CH:28][C:27]=1[Cl:33])[CH3:25]. The yield is 0.200.